Dataset: Full USPTO retrosynthesis dataset with 1.9M reactions from patents (1976-2016). Task: Predict the reactants needed to synthesize the given product. (1) The reactants are: [CH2:1]([O:8][C:9]1[CH:10]=[CH:11][C:12]2[C:16](Br)=[C:15]([Br:18])[S:14](=[O:19])[C:13]=2[CH:20]=1)[C:2]1[CH:7]=[CH:6][CH:5]=[CH:4][CH:3]=1.[N:21]1([CH2:27][CH2:28][O:29][C:30]2[CH:35]=[CH:34][C:33]([OH:36])=[CH:32][CH:31]=2)[CH2:26][CH2:25][CH2:24][CH2:23][CH2:22]1.CC(C)([O-])C.[K+]. Given the product [CH2:1]([O:8][C:9]1[CH:10]=[CH:11][C:12]2[C:16]([O:36][C:33]3[CH:32]=[CH:31][C:30]([O:29][CH2:28][CH2:27][N:21]4[CH2:26][CH2:25][CH2:24][CH2:23][CH2:22]4)=[CH:35][CH:34]=3)=[C:15]([Br:18])[SH2:14](=[O:19])[C:13]=2[CH:20]=1)[C:2]1[CH:7]=[CH:6][CH:5]=[CH:4][CH:3]=1, predict the reactants needed to synthesize it. (2) Given the product [NH2:1][C:2]1[C:19]([N+:20]([O-:22])=[O:21])=[CH:18][C:5]([C:6]([NH:8][C:9]2[CH:17]=[C:16]3[C:12]([CH:13]=[N:14][NH:15]3)=[CH:11][CH:10]=2)=[O:7])=[C:4]([N:26]([CH2:27][CH3:28])[CH2:24][CH3:25])[CH:3]=1, predict the reactants needed to synthesize it. The reactants are: [NH2:1][C:2]1[C:19]([N+:20]([O-:22])=[O:21])=[CH:18][C:5]([C:6]([NH:8][C:9]2[CH:17]=[C:16]3[C:12]([CH:13]=[N:14][NH:15]3)=[CH:11][CH:10]=2)=[O:7])=[C:4](Cl)[CH:3]=1.[CH2:24]([NH:26][CH2:27][CH3:28])[CH3:25]. (3) The reactants are: [Cl:1][C:2]1[CH:3]=[CH:4][CH:5]=[C:6]2[C:10]=1[NH:9][N:8]=[C:7]2[C:11]1[CH:16]=[CH:15][C:14]([O:17][CH3:18])=[CH:13][CH:12]=1.[H-].[Na+].I[CH2:22][CH2:23][CH2:24][CH2:25][CH3:26]. Given the product [Cl:1][C:2]1[C:10]2[C:6](=[C:7]([C:11]3[CH:16]=[CH:15][C:14]([O:17][CH3:18])=[CH:13][CH:12]=3)[N:8]([CH2:22][CH2:23][CH2:24][CH2:25][CH3:26])[N:9]=2)[CH:5]=[CH:4][CH:3]=1, predict the reactants needed to synthesize it. (4) Given the product [CH3:14][N:5]1[C:4](=[O:15])[C:3]2[NH:16][C:20]([C:19]([F:30])([F:29])[F:18])=[N:1][C:2]=2[N:7]([CH2:8][CH2:9][CH2:10][CH2:11][CH3:12])[C:6]1=[O:13], predict the reactants needed to synthesize it. The reactants are: [NH2:1][C:2]1[N:7]([CH2:8][CH2:9][CH2:10][CH2:11][CH3:12])[C:6](=[O:13])[N:5]([CH3:14])[C:4](=[O:15])[C:3]=1[N:16]=O.[F:18][C:19]([F:30])([F:29])[C:20](O[C:20](=O)[C:19]([F:30])([F:29])[F:18])=O.C1COCC1.[OH-].[Na+]. (5) Given the product [CH2:1]([N:8]1[CH:12]=[C:11]([OH:22])[CH:10]=[N:9]1)[C:2]1[CH:7]=[CH:6][CH:5]=[CH:4][CH:3]=1, predict the reactants needed to synthesize it. The reactants are: [CH2:1]([N:8]1[CH:12]=[C:11](B2OC(C)(C)C(C)(C)O2)[CH:10]=[N:9]1)[C:2]1[CH:7]=[CH:6][CH:5]=[CH:4][CH:3]=1.[OH-:22].[Na+].Cl. (6) Given the product [CH2:13]([C:17]1[N:18]=[C:19]([CH2:48][CH:49]2[CH2:50][CH2:51]2)[N:20]([C:39]2[CH:40]=[CH:41][C:42]3[O:46][CH2:45][CH2:44][C:43]=3[CH:47]=2)[C:21](=[O:38])[C:22]=1[CH2:23][C:24]1[CH:25]=[CH:26][C:27]([C:30]2[CH:35]=[CH:34][CH:33]=[CH:32][C:31]=2[C:36]2[NH:3][C:4](=[O:7])[O:5][N:37]=2)=[CH:28][CH:29]=1)[CH2:14][CH2:15][CH3:16], predict the reactants needed to synthesize it. The reactants are: [Cl-].O[NH3+:3].[C:4](=[O:7])([O-])[OH:5].[Na+].CS(C)=O.[CH2:13]([C:17]1[N:18]=[C:19]([CH2:48][CH:49]2[CH2:51][CH2:50]2)[N:20]([C:39]2[CH:40]=[CH:41][C:42]3[O:46][CH2:45][CH2:44][C:43]=3[CH:47]=2)[C:21](=[O:38])[C:22]=1[CH2:23][C:24]1[CH:29]=[CH:28][C:27]([C:30]2[C:31]([C:36]#[N:37])=[CH:32][CH:33]=[CH:34][CH:35]=2)=[CH:26][CH:25]=1)[CH2:14][CH2:15][CH3:16]. (7) Given the product [C:1]1([CH:7]([C:30]2[CH:31]=[CH:32][CH:33]=[CH:34][CH:35]=2)[CH2:8][CH2:9][N:10]([CH2:22][CH2:23][N:24]2[CH2:29][CH2:28][O:27][CH2:26][CH2:25]2)[C:11]([NH:13][C:14]2[CH:19]=[CH:18][CH:17]=[C:16]([CH2:20][O:21][CH3:38])[CH:15]=2)=[O:12])[CH:6]=[CH:5][CH:4]=[CH:3][CH:2]=1, predict the reactants needed to synthesize it. The reactants are: [C:1]1([CH:7]([C:30]2[CH:35]=[CH:34][CH:33]=[CH:32][CH:31]=2)[CH2:8][CH2:9][N:10]([CH2:22][CH2:23][N:24]2[CH2:29][CH2:28][O:27][CH2:26][CH2:25]2)[C:11]([NH:13][C:14]2[CH:19]=[CH:18][CH:17]=[C:16]([CH2:20][OH:21])[CH:15]=2)=[O:12])[CH:6]=[CH:5][CH:4]=[CH:3][CH:2]=1.[H-].[Na+].[CH3:38]I.O.